This data is from Reaction yield outcomes from USPTO patents with 853,638 reactions. The task is: Predict the reaction yield, written as a fraction of the theoretical maximum amount of product (1.0 means a 100% yield; for example, 0.34 means a 34% yield). (1) The reactants are [C:1]([O:5][C:6]([N:8]([CH2:10][C:11]1[CH:20]=[CH:19][C:14]([C:15]([O:17]C)=[O:16])=[CH:13][CH:12]=1)[CH3:9])=[O:7])([CH3:4])([CH3:3])[CH3:2].[OH-].[Na+]. The catalyst is CCO. The product is [C:1]([O:5][C:6]([N:8]([CH2:10][C:11]1[CH:12]=[CH:13][C:14]([C:15]([OH:17])=[O:16])=[CH:19][CH:20]=1)[CH3:9])=[O:7])([CH3:4])([CH3:2])[CH3:3]. The yield is 0.750. (2) The reactants are [F:1][C:2]1[CH:25]=[C:24]([F:26])[CH:23]=[CH:22][C:3]=1[O:4][C:5]1[CH:6]=[C:7]2[C:11](=[CH:12][C:13]=1[C:14]([OH:16])=O)[N:10]([CH2:17][C:18]([OH:21])([CH3:20])[CH3:19])[N:9]=[CH:8]2.[NH2:27][C@H:28]1[CH2:32][CH2:31][NH:30][C:29]1=[O:33].Cl.CN(C)CCCN=C=NCC. The catalyst is CN(C)C=O.CN(C)C1C=CN=CC=1. The product is [F:1][C:2]1[CH:25]=[C:24]([F:26])[CH:23]=[CH:22][C:3]=1[O:4][C:5]1[CH:6]=[C:7]2[C:11](=[CH:12][C:13]=1[C:14]([NH:27][C@H:28]1[CH2:32][CH2:31][NH:30][C:29]1=[O:33])=[O:16])[N:10]([CH2:17][C:18]([OH:21])([CH3:19])[CH3:20])[N:9]=[CH:8]2. The yield is 0.340. (3) The reactants are [Si:1]([O:8][C@H:9]1[CH2:14][NH:13][CH2:12][C@H:11]([OH:15])[CH2:10]1)([C:4]([CH3:7])([CH3:6])[CH3:5])([CH3:3])[CH3:2].[CH3:16][CH2:17][O:18][C:19](C)=[O:20]. The catalyst is O1CCOCC1.O. The product is [Si:1]([O:8][C@@H:9]1[CH2:10][C@@H:11]([OH:15])[CH2:12][N:13]([C:19]([O:18][CH2:17][C:16]2[CH:12]=[CH:11][CH:10]=[CH:9][CH:14]=2)=[O:20])[CH2:14]1)([C:4]([CH3:7])([CH3:6])[CH3:5])([CH3:3])[CH3:2]. The yield is 0.740. (4) The reactants are O[Li].O.[CH3:4][C@H:5]1[C:13]2[C:12]([N:14]3[CH2:19][CH2:18][N:17]([C:20]([O:22][C:23]([CH3:26])([CH3:25])[CH3:24])=[O:21])[CH2:16][CH2:15]3)=[N:11][CH:10]=[N:9][C:8]=2[C@H:7]([O:27]C(=O)C2C=CC([N+]([O-])=O)=CC=2)[CH2:6]1.C1COCC1. The catalyst is O. The product is [OH:27][C@H:7]1[C:8]2[N:9]=[CH:10][N:11]=[C:12]([N:14]3[CH2:19][CH2:18][N:17]([C:20]([O:22][C:23]([CH3:26])([CH3:25])[CH3:24])=[O:21])[CH2:16][CH2:15]3)[C:13]=2[C@H:5]([CH3:4])[CH2:6]1. The yield is 1.00. (5) The reactants are [F:1][C:2]([F:8])([F:7])[C:3]([OH:6])([CH3:5])[CH3:4].Cl[C:10](Cl)([O:12]C(=O)OC(Cl)(Cl)Cl)Cl.Cl.FC(F)(F)C(O)=O.[CH3:29][S:30]([C:33]1[CH:54]=[CH:53][C:36]([O:37][C:38]2[N:43]=[CH:42][N:41]=[C:40]3[N:44]([CH:47]4[CH2:52][CH2:51][NH:50][CH2:49][CH2:48]4)[N:45]=[CH:46][C:39]=23)=[CH:35][CH:34]=1)(=[O:32])=[O:31].C(N(CC)CC)C.[Cl-].[NH4+]. The catalyst is N1C=CC=CC=1.C(OCC)C. The product is [F:1][C:2]([F:8])([F:7])[C:3]([O:6][C:10]([N:50]1[CH2:49][CH2:48][CH:47]([N:44]2[C:40]3=[N:41][CH:42]=[N:43][C:38]([O:37][C:36]4[CH:35]=[CH:34][C:33]([S:30]([CH3:29])(=[O:32])=[O:31])=[CH:54][CH:53]=4)=[C:39]3[CH:46]=[N:45]2)[CH2:52][CH2:51]1)=[O:12])([CH3:5])[CH3:4]. The yield is 0.100. (6) The reactants are [OH:1][C:2]1[CH:3]=[C:4]([CH:7]=[C:8]([N+:11]([O-:13])=[O:12])[C:9]=1[OH:10])[CH:5]=O.[C:14]1([C:20](=O)[CH2:21][C:22]2[CH:27]=[CH:26][CH:25]=[CH:24][CH:23]=2)[CH:19]=[CH:18][CH:17]=[CH:16][CH:15]=1.[NH2:29][C:30]([NH2:32])=[O:31].Cl. The catalyst is C(O)C. The product is [OH:1][C:2]1[CH:3]=[C:4]([CH:5]2[C:21]([C:22]3[CH:27]=[CH:26][CH:25]=[CH:24][CH:23]=3)=[C:20]([C:14]3[CH:19]=[CH:18][CH:17]=[CH:16][CH:15]=3)[NH:32][C:30](=[O:31])[NH:29]2)[CH:7]=[C:8]([N+:11]([O-:13])=[O:12])[C:9]=1[OH:10]. The yield is 0.123. (7) The reactants are [N:1]1[C:10]2[C:5](=[CH:6][C:7]([CH2:11][C:12]3[N:16]4[N:17]=[C:18]([C:21](=O)[CH3:22])[CH:19]=[CH:20][C:15]4=[N:14][N:13]=3)=[CH:8][CH:9]=2)[CH:4]=[CH:3][CH:2]=1.[CH3:24][O:25][NH2:26]. The catalyst is CO. The product is [CH3:24][O:25]/[N:26]=[C:21](/[C:18]1[CH:19]=[CH:20][C:15]2[N:16]([C:12]([CH2:11][C:7]3[CH:6]=[C:5]4[C:10](=[CH:9][CH:8]=3)[N:1]=[CH:2][CH:3]=[CH:4]4)=[N:13][N:14]=2)[N:17]=1)\[CH3:22]. The yield is 0.608.